From a dataset of Full USPTO retrosynthesis dataset with 1.9M reactions from patents (1976-2016). Predict the reactants needed to synthesize the given product. Given the product [N:44]1([CH2:2][CH2:3][CH2:4][S:5]([N:8]2[CH2:13][CH2:12][CH:11]([C:14]3[C:22]4[C:17](=[C:18]([C:28]([NH2:30])=[O:29])[CH:19]=[C:20]([C:23]5[S:24][CH:25]=[CH:26][CH:27]=5)[CH:21]=4)[NH:16][N:15]=3)[CH2:10][CH2:9]2)(=[O:7])=[O:6])[CH2:49][CH2:48][O:47][CH2:46][CH2:45]1, predict the reactants needed to synthesize it. The reactants are: Cl[CH2:2][CH2:3][CH2:4][S:5]([N:8]1[CH2:13][CH2:12][CH:11]([C:14]2[C:22]3[C:17](=[C:18]([C:28]([NH2:30])=[O:29])[CH:19]=[C:20]([C:23]4[S:24][CH:25]=[CH:26][CH:27]=4)[CH:21]=3)[NH:16][N:15]=2)[CH2:10][CH2:9]1)(=[O:7])=[O:6].C([O-])([O-])=O.[K+].[K+].C(N(CC)CC)C.[NH:44]1[CH2:49][CH2:48][O:47][CH2:46][CH2:45]1.